Dataset: Reaction yield outcomes from USPTO patents with 853,638 reactions. Task: Predict the reaction yield, written as a fraction of the theoretical maximum amount of product (1.0 means a 100% yield; for example, 0.34 means a 34% yield). (1) The reactants are [O:1]1[C:5]2[CH:6]=[CH:7][C:8]([C:10]3([C:13]([OH:15])=O)[CH2:12][CH2:11]3)=[CH:9][C:4]=2[O:3][CH2:2]1.CN(C(ON1N=NC2C=CC=CC1=2)=[N+](C)C)C.F[P-](F)(F)(F)(F)F.CCN(CC)CC.[NH2:47][C:48]1[CH:49]=[C:50]2[C:54](=[CH:55][CH:56]=1)[NH:53][C:52]([CH:57]([CH3:63])[C:58]([O:60][CH2:61][CH3:62])=[O:59])=[CH:51]2. The catalyst is C(#N)C. The product is [O:1]1[C:5]2[CH:6]=[CH:7][C:8]([C:10]3([C:13]([NH:47][C:48]4[CH:49]=[C:50]5[C:54](=[CH:55][CH:56]=4)[NH:53][C:52]([CH:57]([CH3:63])[C:58]([O:60][CH2:61][CH3:62])=[O:59])=[CH:51]5)=[O:15])[CH2:11][CH2:12]3)=[CH:9][C:4]=2[O:3][CH2:2]1. The yield is 0.500. (2) The reactants are [NH2:1][C:2]1[CH:30]=[CH:29][C:5]([O:6][C:7]2[CH:12]=[CH:11][N:10]=[C:9]3[CH:13]=[C:14]([C:16]4[CH2:21][CH2:20][N:19]([C:22]([O:24][C:25]([CH3:28])([CH3:27])[CH3:26])=[O:23])[CH2:18][CH:17]=4)[S:15][C:8]=23)=[C:4]([F:31])[CH:3]=1.[H][H]. The catalyst is [Pd].CO. The product is [NH2:1][C:2]1[CH:30]=[CH:29][C:5]([O:6][C:7]2[CH:12]=[CH:11][N:10]=[C:9]3[CH:13]=[C:14]([CH:16]4[CH2:21][CH2:20][N:19]([C:22]([O:24][C:25]([CH3:27])([CH3:28])[CH3:26])=[O:23])[CH2:18][CH2:17]4)[S:15][C:8]=23)=[C:4]([F:31])[CH:3]=1. The yield is 0.983. (3) The reactants are [CH:1]1([CH:7]([C:9]2[C:10]([CH2:24][CH3:25])=[N:11][N:12]([C:14]3[CH:19]=[CH:18][C:17]([C:20]([F:23])([F:22])[F:21])=[CH:16][CH:15]=3)[CH:13]=2)O)[CH2:6][CH2:5][CH2:4][CH2:3][CH2:2]1.[NH2:26][C:27]1[CH:32]=[CH:31][C:30]([C:33]([N:35]([CH3:43])[CH2:36][CH2:37][C:38]([O:40]CC)=[O:39])=[O:34])=[CH:29][CH:28]=1. No catalyst specified. The product is [CH:1]1([CH:7]([NH:26][C:27]2[CH:28]=[CH:29][C:30]([C:33]([N:35]([CH3:43])[CH2:36][CH2:37][C:38]([OH:40])=[O:39])=[O:34])=[CH:31][CH:32]=2)[C:9]2[C:10]([CH2:24][CH3:25])=[N:11][N:12]([C:14]3[CH:19]=[CH:18][C:17]([C:20]([F:23])([F:22])[F:21])=[CH:16][CH:15]=3)[CH:13]=2)[CH2:6][CH2:5][CH2:4][CH2:3][CH2:2]1. The yield is 0.0600.